This data is from Full USPTO retrosynthesis dataset with 1.9M reactions from patents (1976-2016). The task is: Predict the reactants needed to synthesize the given product. Given the product [N:7]1[CH:12]=[CH:11][C:10]([C:13]2[CH:21]=[CH:20][C:16]([CH2:17][OH:18])=[CH:15][CH:14]=2)=[CH:9][CH:8]=1, predict the reactants needed to synthesize it. The reactants are: [H-].[H-].[H-].[H-].[Li+].[Al+3].[N:7]1[CH:12]=[CH:11][C:10]([C:13]2[CH:21]=[CH:20][C:16]([C:17](O)=[O:18])=[CH:15][CH:14]=2)=[CH:9][CH:8]=1.O.[OH-].[K+].